This data is from Full USPTO retrosynthesis dataset with 1.9M reactions from patents (1976-2016). The task is: Predict the reactants needed to synthesize the given product. The reactants are: Cl[C:2]1[S:6][C:5]([C:7]([O:9][CH3:10])=[O:8])=[CH:4][C:3]=1[N+:11]([O-:13])=[O:12].[NH2:14][CH2:15][C:16]([O:18][CH2:19][CH3:20])=[O:17].Cl.C([O-])([O-])=O.[K+].[K+]. Given the product [CH2:19]([O:18][C:16](=[O:17])[CH2:15][NH:14][C:2]1[S:6][C:5]([C:7]([O:9][CH3:10])=[O:8])=[CH:4][C:3]=1[N+:11]([O-:13])=[O:12])[CH3:20], predict the reactants needed to synthesize it.